From a dataset of Full USPTO retrosynthesis dataset with 1.9M reactions from patents (1976-2016). Predict the reactants needed to synthesize the given product. (1) Given the product [CH3:1][C:2]1[C:7]([C:8]2[N:9]([C:17]3[CH:22]=[CH:21][C:20]([S:23]([NH2:32])(=[O:25])=[O:24])=[CH:19][CH:18]=3)[CH:10]=[C:11]([C:13]([F:16])([F:15])[F:14])[N:12]=2)=[CH:6][CH:5]=[CH:4][N:3]=1, predict the reactants needed to synthesize it. The reactants are: [CH3:1][C:2]1[C:7]([C:8]2[N:9]([C:17]3[CH:22]=[CH:21][C:20]([S:23](CC[Si](C)(C)C)(=[O:25])=[O:24])=[CH:19][CH:18]=3)[CH:10]=[C:11]([C:13]([F:16])([F:15])[F:14])[N:12]=2)=[CH:6][CH:5]=[CH:4][N:3]=1.[N+:32](CCCC)(CCCC)(CCCC)CCCC.[F-].C([O-])(=O)C.[Na+].NOS(O)(=O)=O. (2) Given the product [CH2:29]([N:23]1[CH2:22][CH2:21][C@@H:20]2[N:15]3[C:16]4[C:11](=[CH:10][C:9]([C:6]5[CH:7]=[CH:8][C:3]([O:2][CH3:1])=[CH:4][C:5]=5[C:25]([F:28])([F:26])[F:27])=[CH:18][C:17]=4[C@@H:19]2[CH2:24]1)[CH2:12][CH2:13][CH2:14]3)[CH3:30], predict the reactants needed to synthesize it. The reactants are: [CH3:1][O:2][C:3]1[CH:8]=[CH:7][C:6]([C:9]2[CH:10]=[C:11]3[C:16]4=[C:17]([C@@H:19]5[CH2:24][NH:23][CH2:22][CH2:21][C@@H:20]5[N:15]4[CH2:14][CH2:13][CH2:12]3)[CH:18]=2)=[C:5]([C:25]([F:28])([F:27])[F:26])[CH:4]=1.[C:29](O)(=O)[CH3:30].